Dataset: Full USPTO retrosynthesis dataset with 1.9M reactions from patents (1976-2016). Task: Predict the reactants needed to synthesize the given product. (1) Given the product [CH2:1]([O:8][CH2:9][CH2:10][N:11]([C:12]1[S:13][C@H:14]2[O:20][C@H:19]([CH2:21][OH:22])[C@@H:18]([OH:23])[C@H:17]([OH:24])[C@H:15]2[N:16]=1)[C:30](=[O:31])[O:29][C:26]([CH3:28])([CH3:27])[CH3:25])[C:2]1[CH:7]=[CH:6][CH:5]=[CH:4][CH:3]=1, predict the reactants needed to synthesize it. The reactants are: [CH2:1]([O:8][CH2:9][CH2:10][NH:11][C:12]1[S:13][C@H:14]2[O:20][C@H:19]([CH2:21][OH:22])[C@@H:18]([OH:23])[C@H:17]([OH:24])[C@H:15]2[N:16]=1)[C:2]1[CH:7]=[CH:6][CH:5]=[CH:4][CH:3]=1.[CH3:25][C:26]([O:29][C:30](O[C:30]([O:29][C:26]([CH3:28])([CH3:27])[CH3:25])=[O:31])=[O:31])([CH3:28])[CH3:27].C(N(CC)CC)C. (2) Given the product [C:1]([O:5][C:6]([N:8]1[CH2:13][CH2:12][CH:11]([CH2:16][CH2:15][NH2:17])[CH2:10][CH2:9]1)=[O:7])([CH3:4])([CH3:3])[CH3:2], predict the reactants needed to synthesize it. The reactants are: [C:1]([O:5][C:6]([N:8]1[CH2:13][CH2:12][C:11](=O)[CH2:10][CH2:9]1)=[O:7])([CH3:4])([CH3:3])[CH3:2].[CH2:15]([NH2:17])[CH3:16].O.